From a dataset of Peptide-MHC class I binding affinity with 185,985 pairs from IEDB/IMGT. Regression. Given a peptide amino acid sequence and an MHC pseudo amino acid sequence, predict their binding affinity value. This is MHC class I binding data. (1) The peptide sequence is FIFGKMGAG. The MHC is HLA-A30:01 with pseudo-sequence HLA-A30:01. The binding affinity (normalized) is 0.0847. (2) The peptide sequence is CRWSYTEI. The MHC is H-2-Kb with pseudo-sequence H-2-Kb. The binding affinity (normalized) is 0.0735.